This data is from Reaction yield outcomes from USPTO patents with 853,638 reactions. The task is: Predict the reaction yield, written as a fraction of the theoretical maximum amount of product (1.0 means a 100% yield; for example, 0.34 means a 34% yield). (1) The product is [CH3:19][O:18][C:15]1[CH:16]=[CH:17][C:12]([NH:11][C:4]2[C:5]3[N:6]([N:8]=[CH:9][N:10]=3)[CH:7]=[C:2]([N:22]3[CH2:27][CH2:26][CH2:25][CH:24]([C:28]([O:30][CH3:31])=[O:29])[CH2:23]3)[CH:3]=2)=[N:13][C:14]=1[O:20][CH3:21]. The yield is 0.300. The reactants are Cl[C:2]1[CH:3]=[C:4]([NH:11][C:12]2[CH:17]=[CH:16][C:15]([O:18][CH3:19])=[C:14]([O:20][CH3:21])[N:13]=2)[C:5]2[N:6]([N:8]=[CH:9][N:10]=2)[CH:7]=1.[NH:22]1[CH2:27][CH2:26][CH2:25][CH:24]([C:28]([O:30][CH3:31])=[O:29])[CH2:23]1.CC(C1C=C(C(C)C)C(C2C=CC=CC=2P(C2CCCCC2)C2CCCCC2)=C(C(C)C)C=1)C.C([O-])([O-])=O.[Cs+].[Cs+]. The catalyst is C1(C)C(C)=CC=CC=1.C1C=CC(/C=C/C(/C=C/C2C=CC=CC=2)=O)=CC=1.C1C=CC(/C=C/C(/C=C/C2C=CC=CC=2)=O)=CC=1.[Pd]. (2) The reactants are [N:1]1[CH:6]=[CH:5][CH:4]=[CH:3][C:2]=1[NH:7][C:8]1[S:9][C:10]([CH:13]=O)=[CH:11][N:12]=1.[NH2:15][C:16]1[C:17]([F:29])=[CH:18][C:19]([F:28])=[C:20]([CH:27]=1)[C:21]([NH:23][CH:24]1[CH2:26][CH2:25]1)=[O:22].C([SiH](CC)CC)C. The catalyst is C(O)(C(F)(F)F)=O.C(Cl)Cl. The product is [CH:24]1([NH:23][C:21](=[O:22])[C:20]2[CH:27]=[C:16]([NH:15][CH2:13][C:10]3[S:9][C:8]([NH:7][C:2]4[CH:3]=[CH:4][CH:5]=[CH:6][N:1]=4)=[N:12][CH:11]=3)[C:17]([F:29])=[CH:18][C:19]=2[F:28])[CH2:25][CH2:26]1. The yield is 0.470. (3) The reactants are Br[C:2]1[C:7](=[O:8])[N:6]([CH2:9][C:10]2[CH:15]=[CH:14][C:13]([C:16]3[C:17]([C:22]#[N:23])=[CH:18][CH:19]=[CH:20][CH:21]=3)=[CH:12][CH:11]=2)[C:5]([CH2:24][CH2:25][CH3:26])=[N:4][C:3]=1[CH2:27][CH3:28].[CH:29]([O:32][C:33]1[CH:38]=[CH:37][C:36](B(O)O)=[CH:35][CH:34]=1)([CH3:31])[CH3:30]. The catalyst is C(=O)([O-])[O-].[Cs+].[Cs+].O1CCOCC1.C(OCC)(=O)C.C1C=CC(P(C2C=CC=CC=2)[C-]2C=CC=C2)=CC=1.C1C=CC(P(C2C=CC=CC=2)[C-]2C=CC=C2)=CC=1.Cl[Pd]Cl.[Fe+2]. The product is [CH2:27]([C:3]1[N:4]=[C:5]([CH2:24][CH2:25][CH3:26])[N:6]([CH2:9][C:10]2[CH:11]=[CH:12][C:13]([C:16]3[C:17]([C:22]#[N:23])=[CH:18][CH:19]=[CH:20][CH:21]=3)=[CH:14][CH:15]=2)[C:7](=[O:8])[C:2]=1[C:36]1[CH:37]=[CH:38][C:33]([O:32][CH:29]([CH3:31])[CH3:30])=[CH:34][CH:35]=1)[CH3:28]. The yield is 0.890. (4) The reactants are [Br:1][C:2]1[CH:3]=[CH:4][C:5]([CH3:11])=[C:6]([CH:10]=1)[C:7]([OH:9])=[O:8].OS(O)(=O)=O.[N+:17]([O-])([OH:19])=[O:18]. No catalyst specified. The product is [Br:1][C:2]1[CH:3]=[C:4]([N+:17]([O-:19])=[O:18])[C:5]([CH3:11])=[C:6]([CH:10]=1)[C:7]([OH:9])=[O:8]. The yield is 0.520. (5) The reactants are [Br:1][C:2]1[CH:14]=[CH:13][C:5]2[N:6]=[C:7]([NH:11][NH2:12])[N:8]=[N+:9]([O-:10])[C:4]=2[CH:3]=1.[CH2:15](OC(OCC)OCC)C. The catalyst is C(O)C. The product is [Br:1][C:2]1[CH:14]=[CH:13][C:5]2[N:6]3[CH:15]=[N:12][N:11]=[C:7]3[N:8]=[N+:9]([O-:10])[C:4]=2[CH:3]=1. The yield is 0.630. (6) The reactants are Cl.[NH2:2][CH2:3][C:4]([C:6]1[CH:11]=[CH:10][CH:9]=[CH:8][CH:7]=1)=O.[C:12]([CH2:17][C:18]([O:20][CH2:21][CH3:22])=[O:19])(=O)[CH:13]([CH3:15])[CH3:14].C([O-])(=O)C.[Na+]. The catalyst is O. The product is [CH2:21]([O:20][C:18]([C:17]1[C:4]([C:6]2[CH:11]=[CH:10][CH:9]=[CH:8][CH:7]=2)=[CH:3][NH:2][C:12]=1[CH:13]([CH3:15])[CH3:14])=[O:19])[CH3:22]. The yield is 0.930. (7) The reactants are [CH3:1][O:2][C:3]1[CH:12]=[C:11]2[C:6]([C:7]([O:13][CH2:14][C:15]3[N:19]4[CH:20]=[C:21]([C:24]([NH:26][C@H:27]5[CH2:31][CH2:30][N:29](C(OC(C)(C)C)=O)[CH2:28]5)=[O:25])[CH:22]=[CH:23][C:18]4=[N:17][N:16]=3)=[CH:8][CH:9]=[N:10]2)=[CH:5][CH:4]=1.Cl.C(=O)([O-])[O-].[K+].[K+]. The catalyst is CO. The product is [CH3:1][O:2][C:3]1[CH:12]=[C:11]2[C:6]([C:7]([O:13][CH2:14][C:15]3[N:19]4[CH:20]=[C:21]([C:24]([NH:26][C@H:27]5[CH2:31][CH2:30][NH:29][CH2:28]5)=[O:25])[CH:22]=[CH:23][C:18]4=[N:17][N:16]=3)=[CH:8][CH:9]=[N:10]2)=[CH:5][CH:4]=1. The yield is 0.970. (8) The reactants are [Cl:1][C:2]1[CH:3]=[CH:4][C:5]([F:11])=[C:6]([CH:10]=1)[C:7]([OH:9])=[O:8].[C:12](Cl)(=O)C(Cl)=O.CO. The catalyst is ClCCl.CN(C)C=O. The product is [Cl:1][C:2]1[CH:3]=[CH:4][C:5]([F:11])=[C:6]([CH:10]=1)[C:7]([O:9][CH3:12])=[O:8]. The yield is 0.920. (9) The reactants are [O:1]=[S:2]1(=[O:30])[CH2:7][CH2:6][N:5]([C:8]([C:10]2[NH:11][C:12]3[C:17]([CH:18]=2)=[CH:16][C:15]([C:19]([N:21]2[CH2:26][CH2:25][N:24]([CH:27]([CH3:29])[CH3:28])[CH2:23][CH2:22]2)=[O:20])=[CH:14][CH:13]=3)=[O:9])[CH2:4][CH2:3]1.[C:31]([C:33]1[CH:38]=[CH:37][C:36](B(O)O)=[CH:35][CH:34]=1)#[N:32].N1C=CC=CC=1. The catalyst is ClCCl.C([O-])(=O)C.[Cu+2].C([O-])(=O)C. The product is [O:30]=[S:2]1(=[O:1])[CH2:7][CH2:6][N:5]([C:8]([C:10]2[N:11]([C:36]3[CH:37]=[CH:38][C:33]([C:31]#[N:32])=[CH:34][CH:35]=3)[C:12]3[C:17]([CH:18]=2)=[CH:16][C:15]([C:19]([N:21]2[CH2:22][CH2:23][N:24]([CH:27]([CH3:28])[CH3:29])[CH2:25][CH2:26]2)=[O:20])=[CH:14][CH:13]=3)=[O:9])[CH2:4][CH2:3]1. The yield is 0.110. (10) The reactants are C([O:3][C:4](=O)[C:5]([O:23][CH2:24][O:25][CH3:26])([C:19]([F:22])([F:21])[F:20])[CH2:6][C:7]([C:10]1[CH:15]=[C:14]([F:16])[CH:13]=[CH:12][C:11]=1[O:17][CH3:18])([CH3:9])[CH3:8])C.[Al].[Li]. The catalyst is C1COCC1. The product is [F:16][C:14]1[CH:13]=[CH:12][C:11]([O:17][CH3:18])=[C:10]([C:7]([CH3:8])([CH3:9])[CH2:6][C:5]([O:23][CH2:24][O:25][CH3:26])([C:19]([F:22])([F:21])[F:20])[CH2:4][OH:3])[CH:15]=1. The yield is 1.00.